The task is: Predict the reactants needed to synthesize the given product.. This data is from Full USPTO retrosynthesis dataset with 1.9M reactions from patents (1976-2016). (1) Given the product [CH:1]1([CH2:4][O:5][C:6]2[CH:11]=[CH:10][C:9]([F:12])=[CH:8][C:7]=2[C:13]2[C:14]3[N:21]([CH2:22][O:23][CH2:24][CH2:25][Si:26]([CH3:29])([CH3:28])[CH3:27])[C:20]([CH3:30])=[C:19]([C:31]([NH:34][C@H:35]4[CH2:40][CH2:39][C@H:38]([NH:41][C:42](=[O:48])[O:43][C:44]([CH3:46])([CH3:45])[CH3:47])[CH2:37][CH2:36]4)=[O:32])[C:15]=3[N:16]=[CH:17][N:18]=2)[CH2:2][CH2:3]1, predict the reactants needed to synthesize it. The reactants are: [CH:1]1([CH2:4][O:5][C:6]2[CH:11]=[CH:10][C:9]([F:12])=[CH:8][C:7]=2[C:13]2[C:14]3[N:21]([CH2:22][O:23][CH2:24][CH2:25][Si:26]([CH3:29])([CH3:28])[CH3:27])[C:20]([CH3:30])=[C:19]([C:31](O)=[O:32])[C:15]=3[N:16]=[CH:17][N:18]=2)[CH2:3][CH2:2]1.[NH2:34][C@H:35]1[CH2:40][CH2:39][C@H:38]([NH:41][C:42](=[O:48])[O:43][C:44]([CH3:47])([CH3:46])[CH3:45])[CH2:37][CH2:36]1. (2) Given the product [C:15]([NH:18][C:19]1[C:20]([Cl:38])=[CH:21][C:22]([CH2:23][NH:24]/[C:25](=[N:26]\[C:27](=[O:33])[O:28][C:29]([CH3:31])([CH3:32])[CH3:30])/[NH:34][C:4](=[O:6])[CH2:3][CH:2]([OH:1])[C:7]2[CH:12]=[CH:11][C:10]([O:13][CH3:14])=[CH:9][CH:8]=2)=[CH:35][C:36]=1[Cl:37])(=[O:17])[CH3:16], predict the reactants needed to synthesize it. The reactants are: [OH:1][CH:2]([C:7]1[CH:12]=[CH:11][C:10]([O:13][CH3:14])=[CH:9][CH:8]=1)[CH2:3][C:4]([OH:6])=O.[C:15]([NH:18][C:19]1[C:36]([Cl:37])=[CH:35][C:22]([CH2:23][NH:24]/[C:25](/[NH2:34])=[N:26]\[C:27](=[O:33])[O:28][C:29]([CH3:32])([CH3:31])[CH3:30])=[CH:21][C:20]=1[Cl:38])(=[O:17])[CH3:16].C1CN([P+](ON2N=NC3C=CC=CC2=3)(N2CCCC2)N2CCCC2)CC1.F[P-](F)(F)(F)(F)F.C(N(CC)CC)C. (3) Given the product [NH2:35][CH2:36][C:37]([NH:1][C@H:2]([CH2:21][C:22]1[CH:27]=[CH:26][CH:25]=[CH:24][CH:23]=1)[C:3]([N:5]1[CH2:10][CH2:9][N:8]([C:11]2[C:20]3[C:15](=[CH:16][CH:17]=[CH:18][CH:19]=3)[N:14]=[CH:13][N:12]=2)[CH2:7][CH2:6]1)=[O:4])=[O:38], predict the reactants needed to synthesize it. The reactants are: [NH2:1][C@H:2]([CH2:21][C:22]1[CH:27]=[CH:26][CH:25]=[CH:24][CH:23]=1)[C:3]([N:5]1[CH2:10][CH2:9][N:8]([C:11]2[C:20]3[C:15](=[CH:16][CH:17]=[CH:18][CH:19]=3)[N:14]=[CH:13][N:12]=2)[CH2:7][CH2:6]1)=[O:4].C([NH:35][CH2:36][C:37](O)=[O:38])(OC(C)(C)C)=O. (4) Given the product [Br:1][C:2]1[CH:3]=[C:4]([F:11])[C:5]([C:8]([N:32]([O:33][CH3:12])[CH3:27])=[O:9])=[N:6][CH:7]=1, predict the reactants needed to synthesize it. The reactants are: [Br:1][C:2]1[CH:3]=[C:4]([F:11])[C:5]([C:8](O)=[O:9])=[N:6][CH:7]=1.[CH3:12]CN=C=NCCCN(C)C.Cl.C1C=C[C:27]2[N:32]([OH:33])N=NC=2C=1. (5) Given the product [O:9]1[C:13]2[CH:14]=[CH:15][C:16]([CH2:18][NH:19][S:20]([C:23]3[CH:24]=[C:25]([CH:29]=[CH:30][C:31]([NH:2][OH:3])=[O:32])[CH:26]=[CH:27][CH:28]=3)(=[O:22])=[O:21])=[CH:17][C:12]=2[O:11][CH2:10]1, predict the reactants needed to synthesize it. The reactants are: Cl.[NH2:2][OH:3].C([O-])(O)=O.[Na+].[O:9]1[C:13]2[CH:14]=[CH:15][C:16]([CH2:18][NH:19][S:20]([C:23]3[CH:24]=[C:25]([CH:29]=[CH:30][C:31](Cl)=[O:32])[CH:26]=[CH:27][CH:28]=3)(=[O:22])=[O:21])=[CH:17][C:12]=2[O:11][CH2:10]1. (6) Given the product [NH2:1][C:4]1[CH:12]=[CH:11][C:10]2[C:6](=[CH:7][N:8]([CH2:13][CH:14]([OH:16])[CH3:15])[N:9]=2)[CH:5]=1, predict the reactants needed to synthesize it. The reactants are: [N+:1]([C:4]1[CH:12]=[CH:11][C:10]2[C:6](=[CH:7][N:8]([CH2:13][CH:14]([OH:16])[CH3:15])[N:9]=2)[CH:5]=1)([O-])=O.[N+](C1C=CC2C(=CN(CCNS(C)(=O)=O)N=2)C=1)([O-])=O. (7) Given the product [I:14][C:15]1[CH:21]=[CH:20][C:18]([NH:19][C:2](=[S:3])[NH:1][C:4]2[CH:5]=[CH:6][C:7]([S:10]([NH2:13])(=[O:11])=[O:12])=[CH:8][CH:9]=2)=[CH:17][CH:16]=1, predict the reactants needed to synthesize it. The reactants are: [N:1]([C:4]1[CH:9]=[CH:8][C:7]([S:10]([NH2:13])(=[O:12])=[O:11])=[CH:6][CH:5]=1)=[C:2]=[S:3].[I:14][C:15]1[CH:21]=[CH:20][C:18]([NH2:19])=[CH:17][CH:16]=1. (8) Given the product [CH3:1][N:2]([CH3:3])[C:4]1[N:5]=[CH:6][C:7]([NH:20][C:17]2[CH:18]=[CH:19][C:14]([N:12]([CH3:13])[CH3:11])=[N:15][CH:16]=2)=[CH:8][CH:9]=1, predict the reactants needed to synthesize it. The reactants are: [CH3:1][N:2]([C:4]1[CH:9]=[CH:8][C:7](Br)=[CH:6][N:5]=1)[CH3:3].[CH3:11][N:12]([C:14]1[CH:19]=[CH:18][C:17]([NH2:20])=[CH:16][N:15]=1)[CH3:13]. (9) Given the product [ClH:38].[Br:30][C:28]1[CH:29]=[C:24]([S:21]([N:12]2[C:13]([C:15]3[CH:20]=[CH:19][CH:18]=[CH:17][CH:16]=3)=[CH:14][C:10]([CH2:9][NH:7][CH3:6])=[CH:11]2)(=[O:22])=[O:23])[CH:25]=[N:26][CH:27]=1, predict the reactants needed to synthesize it. The reactants are: C(O[C:6](=O)[N:7]([CH2:9][C:10]1[CH:14]=[C:13]([C:15]2[CH:20]=[CH:19][CH:18]=[CH:17][CH:16]=2)[N:12]([S:21]([C:24]2[CH:25]=[N:26][CH:27]=[C:28]([Br:30])[CH:29]=2)(=[O:23])=[O:22])[CH:11]=1)C)(C)(C)C.C(OCC)(=O)C.[ClH:38].